Dataset: Full USPTO retrosynthesis dataset with 1.9M reactions from patents (1976-2016). Task: Predict the reactants needed to synthesize the given product. Given the product [CH:4]([C:5]1[CH:36]=[CH:35][C:8]([CH2:9][N:10]([CH2:26][CH2:27][CH2:28][N:29]2[CH2:34][CH2:33][O:32][CH2:31][CH2:30]2)[C:11]([NH:13][C@H:14]([C:16]2[C:25]3[C:20](=[CH:21][CH:22]=[CH:23][CH:24]=3)[CH:19]=[CH:18][CH:17]=2)[CH3:15])=[O:12])=[CH:7][CH:6]=1)=[O:3], predict the reactants needed to synthesize it. The reactants are: C([O:3][CH:4](OCC)[C:5]1[CH:36]=[CH:35][C:8]([CH2:9][N:10]([CH2:26][CH2:27][CH2:28][N:29]2[CH2:34][CH2:33][O:32][CH2:31][CH2:30]2)[C:11]([NH:13][C@H:14]([C:16]2[C:25]3[C:20](=[CH:21][CH:22]=[CH:23][CH:24]=3)[CH:19]=[CH:18][CH:17]=2)[CH3:15])=[O:12])=[CH:7][CH:6]=1)C.O.C(=O)(O)[O-].[Na+].